From a dataset of Reaction yield outcomes from USPTO patents with 853,638 reactions. Predict the reaction yield, written as a fraction of the theoretical maximum amount of product (1.0 means a 100% yield; for example, 0.34 means a 34% yield). The reactants are [CH:1]1([CH2:7][N:8]2[C:12]3[CH:13]=[CH:14][C:15]([NH:17][CH3:18])=[CH:16][C:11]=3[N:10]=[C:9]2[CH:19]([C:21]2[CH:26]=[CH:25][C:24]([O:27]CC)=[CH:23][CH:22]=2)[CH3:20])[CH2:6][CH2:5][CH2:4][CH2:3][CH2:2]1.[CH:30]([N:33]=[C:34]=[O:35])([CH3:32])[CH3:31].Cl[CH2:37][CH2:38]Cl. No catalyst specified. The product is [CH:1]1([CH2:7][N:8]2[C:12]3[CH:13]=[CH:14][C:15]([N:17]([CH3:18])[C:34]([NH:33][CH:30]([CH3:32])[CH3:31])=[O:35])=[CH:16][C:11]=3[N:10]=[C:9]2[CH:19]([C:21]2[CH:22]=[CH:23][C:24]([O:27][CH2:37][CH3:38])=[CH:25][CH:26]=2)[CH3:20])[CH2:2][CH2:3][CH2:4][CH2:5][CH2:6]1. The yield is 0.580.